From a dataset of Reaction yield outcomes from USPTO patents with 853,638 reactions. Predict the reaction yield, written as a fraction of the theoretical maximum amount of product (1.0 means a 100% yield; for example, 0.34 means a 34% yield). (1) The reactants are Br[C:2]1[N:6]2[CH2:7][C:8]3([C:15]4[CH:20]=[CH:19][C:18]([O:21][CH3:22])=[CH:17][CH:16]=4)[NH:14][CH2:13][CH2:12][N:9]3[C:10](=[O:11])[C:5]2=[CH:4][CH:3]=1.[CH2:23](Cl)Cl.CB1OB(C)OB(C)O1.C1COCC1.[F-].[K+]. The catalyst is O1CCOCC1.O.C1C=CC(P(C2C=CC=CC=2)[C-]2C=CC=C2)=CC=1.C1C=CC(P(C2C=CC=CC=2)[C-]2C=CC=C2)=CC=1.Cl[Pd]Cl.[Fe+2]. The product is [CH3:22][O:21][C:18]1[CH:19]=[CH:20][C:15]([C:8]23[NH:14][CH2:13][CH2:12][N:9]2[C:10](=[O:11])[C:5]2[N:6]([C:2]([CH3:23])=[CH:3][CH:4]=2)[CH2:7]3)=[CH:16][CH:17]=1. The yield is 0.400. (2) The reactants are [CH:1]1([C:7]2([CH3:23])[NH:11][C:10](=[O:12])[N:9]([CH2:13][C:14]3[CH:19]=[CH:18][C:17]([O:20][CH3:21])=[CH:16][CH:15]=3)[C:8]2=[O:22])[CH2:6][CH2:5][CH2:4][CH2:3][CH2:2]1.[H-].[Na+].[CH2:26](Br)[CH3:27].CCOC(C)=O. The catalyst is CN(C=O)C.O. The product is [CH:1]1([C:7]2([CH3:23])[N:11]([CH2:26][CH3:27])[C:10](=[O:12])[N:9]([CH2:13][C:14]3[CH:15]=[CH:16][C:17]([O:20][CH3:21])=[CH:18][CH:19]=3)[C:8]2=[O:22])[CH2:2][CH2:3][CH2:4][CH2:5][CH2:6]1. The yield is 0.640.